Regression. Given a peptide amino acid sequence and an MHC pseudo amino acid sequence, predict their binding affinity value. This is MHC class II binding data. From a dataset of Peptide-MHC class II binding affinity with 134,281 pairs from IEDB. (1) The peptide sequence is ASLIYRRRLMKQDFS. The MHC is DRB1_0901 with pseudo-sequence DRB1_0901. The binding affinity (normalized) is 0. (2) The peptide sequence is VVKVQRPTPKGTVMDII. The MHC is DRB1_1302 with pseudo-sequence DRB1_1302. The binding affinity (normalized) is 0.474. (3) The peptide sequence is ADVQYDLYLNVANRR. The MHC is HLA-DQA10102-DQB10602 with pseudo-sequence HLA-DQA10102-DQB10602. The binding affinity (normalized) is 0.390.